From a dataset of Forward reaction prediction with 1.9M reactions from USPTO patents (1976-2016). Predict the product of the given reaction. (1) Given the reactants [H-].[Na+].[CH3:3][O:4][C:5](=[O:14])[CH2:6][C:7]1[CH:12]=[CH:11][CH:10]=[C:9](Br)[CH:8]=1.[C:15]([O:22][CH3:23])(=[O:21])[CH2:16][C:17]([O:19][CH3:20])=[O:18], predict the reaction product. The product is: [CH3:20][O:19][C:17](=[O:18])[CH:16]([C:11]1[CH:10]=[CH:9][CH:8]=[C:7]([CH2:6][C:5]([O:4][CH3:3])=[O:14])[CH:12]=1)[C:15]([O:22][CH3:23])=[O:21]. (2) Given the reactants [F:1][C:2]([F:11])([F:10])[C:3]1[CH:8]=[CH:7][C:6]([OH:9])=[CH:5][CH:4]=1.[O:12]1[CH:17]=[CH:16][CH2:15][CH2:14][CH2:13]1, predict the reaction product. The product is: [F:1][C:2]([F:10])([F:11])[C:3]1[CH:4]=[CH:5][C:6]([O:9][CH:13]2[CH2:14][CH2:15][CH2:16][CH2:17][O:12]2)=[CH:7][CH:8]=1. (3) Given the reactants [NH2:1][C:2]1[CH:6]=[CH:5][NH:4][N:3]=1.CN1[CH:15]=[CH:14][C:12](=[O:13])N(C)C1=O.[O-]CC.[Na+:20].C(O)C, predict the reaction product. The product is: [N:4]1[N:3]2[CH:15]=[CH:14][C:12]([O-:13])=[N:1][C:2]2=[CH:6][CH:5]=1.[Na+:20]. (4) Given the reactants [F:1][C:2]([F:11])([F:10])[CH2:3][C:4]([CH3:9])([CH3:8])[C:5](O)=[O:6].O=S(Cl)Cl.[F:16][C:17]1[CH:18]=[C:19]([C@@:30]([C:39]2[CH:44]=[CH:43][C:42]([F:45])=[CH:41][CH:40]=2)([NH2:38])[CH2:31][C:32]2[CH:37]=[CH:36][CH:35]=[CH:34][CH:33]=2)[CH:20]=[C:21]([O:23][C:24]([F:29])([F:28])[CH:25]([F:27])[F:26])[CH:22]=1, predict the reaction product. The product is: [F:1][C:2]([F:11])([F:10])[CH2:3][C:4]([CH3:9])([CH3:8])[C:5]([NH:38][C@@:30]([C:19]1[CH:20]=[C:21]([O:23][C:24]([F:29])([F:28])[CH:25]([F:27])[F:26])[CH:22]=[C:17]([F:16])[CH:18]=1)([C:39]1[CH:40]=[CH:41][C:42]([F:45])=[CH:43][CH:44]=1)[CH2:31][C:32]1[CH:33]=[CH:34][CH:35]=[CH:36][CH:37]=1)=[O:6]. (5) Given the reactants [NH2:1][C:2]1[N:10]=[CH:9][CH:8]=[CH:7][C:3]=1[C:4]([OH:6])=O.ON1C2C=CC=CC=2N=N1.CCN=C=NCCCN(C)C.[CH2:32]([O:36][C:37]1[CH:38]=[C:39]([CH:49]=[CH:50][CH:51]=1)[O:40][C:41]1[CH:48]=[CH:47][C:44]([CH2:45][NH2:46])=[CH:43][CH:42]=1)[CH2:33][CH2:34][CH3:35].C(=O)(O)[O-].[Na+], predict the reaction product. The product is: [CH2:32]([O:36][C:37]1[CH:38]=[C:39]([CH:49]=[CH:50][CH:51]=1)[O:40][C:41]1[CH:42]=[CH:43][C:44]([CH2:45][NH:46][C:4](=[O:6])[C:3]2[CH:7]=[CH:8][CH:9]=[N:10][C:2]=2[NH2:1])=[CH:47][CH:48]=1)[CH2:33][CH2:34][CH3:35]. (6) The product is: [ClH:17].[Cl:18][C:13]1[CH:12]=[C:11]([CH:10]2[O:9][CH2:8][CH2:7][NH:6][CH2:5][CH:4]2[CH2:3][C:1]#[N:2])[CH:16]=[CH:15][C:14]=1[Cl:17]. Given the reactants [C:1]([CH2:3][CH:4]1[CH:10]([C:11]2[CH:16]=[CH:15][C:14]([Cl:17])=[C:13]([Cl:18])[CH:12]=2)[O:9][CH2:8][CH2:7][N:6](C(OC(C)(C)C)=O)[CH2:5]1)#[N:2].Cl.C(O)C, predict the reaction product. (7) Given the reactants [NH2:1][C:2]1[CH:10]=[CH:9][C:5]([C:6]([OH:8])=O)=[CH:4][N:3]=1.C(N1C=CN=C1)(N1C=CN=C1)=O.[CH3:23][C:24]1[O:28][N:27]=[C:26]([C:29]2[CH:34]=[CH:33][CH:32]=[CH:31][CH:30]=2)[C:25]=1[C:35]([NH:37][NH2:38])=O.P(Cl)(Cl)(Cl)=O.C(=O)([O-])[O-].[Na+].[Na+], predict the reaction product. The product is: [CH3:23][C:24]1[O:28][N:27]=[C:26]([C:29]2[CH:34]=[CH:33][CH:32]=[CH:31][CH:30]=2)[C:25]=1[C:35]1[O:8][C:6]([C:5]2[CH:9]=[CH:10][C:2]([NH2:1])=[N:3][CH:4]=2)=[N:38][N:37]=1. (8) Given the reactants [CH3:1][C:2]1[CH:7]=[CH:6][C:5]([C:8]2[O:9][C:10]([CH3:13])=[N:11][N:12]=2)=[CH:4][C:3]=1[C:14]1[CH:19]=[CH:18][C:17]([C:20](O)=[O:21])=[CH:16][CH:15]=1.C1C=CC2N(O)N=NC=2C=1.Cl.CN(C)CCCN=C=NCC.[CH3:45][CH:46]1[CH2:51][CH2:50][CH2:49][CH:48]([NH2:52])[CH2:47]1, predict the reaction product. The product is: [CH3:1][C:2]1[CH:7]=[CH:6][C:5]([C:8]2[O:9][C:10]([CH3:13])=[N:11][N:12]=2)=[CH:4][C:3]=1[C:14]1[CH:19]=[CH:18][C:17]([C:20]([NH:52][CH:48]2[CH2:49][CH2:50][CH2:51][CH:46]([CH3:45])[CH2:47]2)=[O:21])=[CH:16][CH:15]=1.